Dataset: Reaction yield outcomes from USPTO patents with 853,638 reactions. Task: Predict the reaction yield, written as a fraction of the theoretical maximum amount of product (1.0 means a 100% yield; for example, 0.34 means a 34% yield). The reactants are [CH3:1][C:2]1([CH3:19])[CH2:6][O:5][C:4]2[CH:7]=[C:8]([CH3:18])[C:9]([C:11]3[N:12]=[CH:13][C:14]([NH2:17])=[N:15][CH:16]=3)=[CH:10][C:3]1=2.[F:20][C:21]1[CH:29]=[CH:28][CH:27]=[CH:26][C:22]=1[C:23](Cl)=[O:24]. No catalyst specified. The product is [F:20][C:21]1[CH:29]=[CH:28][CH:27]=[CH:26][C:22]=1[C:23]([NH:17][C:14]1[CH:13]=[N:12][C:11]([C:9]2[C:8]([CH3:18])=[CH:7][C:4]3[O:5][CH2:6][C:2]([CH3:19])([CH3:1])[C:3]=3[CH:10]=2)=[CH:16][N:15]=1)=[O:24]. The yield is 0.487.